From a dataset of Full USPTO retrosynthesis dataset with 1.9M reactions from patents (1976-2016). Predict the reactants needed to synthesize the given product. (1) Given the product [CH2:17]([O:16][C:14](=[O:15])[CH2:13][NH:4][C:3]1[CH:5]=[CH:6][CH:7]=[CH:8][C:2]=1[C:1]([O:10][CH3:11])=[O:9])[CH3:18], predict the reactants needed to synthesize it. The reactants are: [C:1]([O:10][CH3:11])(=[O:9])[C:2]1[C:3](=[CH:5][CH:6]=[CH:7][CH:8]=1)[NH2:4].Br[CH2:13][C:14]([O:16][CH2:17][CH3:18])=[O:15]. (2) Given the product [C:28]([NH:27][CH2:26][CH2:25][CH2:24][CH2:23][C@H:18]([NH:17][C:1]([O:12][CH2:11][C:10]1[CH:13]=[CH:14][C:7]([C:6]([F:15])([F:16])[F:5])=[CH:8][CH:9]=1)=[O:2])[C:19]([O:21][CH3:22])=[O:20])(=[O:31])[CH:29]=[CH2:30], predict the reactants needed to synthesize it. The reactants are: [C:1](Cl)(Cl)=[O:2].[F:5][C:6]([F:16])([F:15])[C:7]1[CH:14]=[CH:13][C:10]([CH2:11][OH:12])=[CH:9][CH:8]=1.[NH2:17][C@@H:18]([CH2:23][CH2:24][CH2:25][CH2:26][NH:27][C:28](=[O:31])[CH:29]=[CH2:30])[C:19]([O:21][CH3:22])=[O:20].C(N(C(C)C)CC)(C)C. (3) The reactants are: Cl[CH2:2][CH:3]1[CH2:7][O:6][C:5](=[O:8])[O:4]1.[O-:9][CH2:10][CH3:11].[Na+]. Given the product [C:5](=[O:8])([O:6][CH2:7][CH:3]1[O:4][CH2:2]1)[O:9][CH2:10][CH3:11], predict the reactants needed to synthesize it. (4) Given the product [C:17]([Si:14]([CH3:16])([CH3:15])[O:6][C:4]([CH:3]=[C:2]([CH3:7])[CH3:1])=[CH2:5])([CH3:20])([CH3:19])[CH3:18], predict the reactants needed to synthesize it. The reactants are: [CH3:1][C:2]([CH3:7])=[CH:3][C:4](=[O:6])[CH3:5].FC(F)(F)S(O[Si:14]([C:17]([CH3:20])([CH3:19])[CH3:18])([CH3:16])[CH3:15])(=O)=O. (5) Given the product [CH2:22]([O:21][C:19]([C:18]1[CH:17]=[CH:16][N:15]2[C:14]=1[C:12](=[O:13])[NH:27][C:25]([CH3:26])=[N:24]2)=[O:20])[CH3:23], predict the reactants needed to synthesize it. The reactants are: FC(F)(F)C(O)=O.Cl.C(O[C:12]([C:14]1[N:15]([NH2:24])[CH:16]=[CH:17][C:18]=1[C:19]([O:21][CH2:22][CH3:23])=[O:20])=[O:13])C.[CH2:25]([N:27](CC)CC)[CH3:26]. (6) Given the product [CH2:1]([O:3][C:4](=[O:12])[C:5]1[CH:10]=[CH:9][CH:8]=[N:7][C:6]=1[CH:11]=[O:14])[CH3:2], predict the reactants needed to synthesize it. The reactants are: [CH2:1]([O:3][C:4](=[O:12])[C:5]1[CH:10]=[CH:9][CH:8]=[N:7][C:6]=1[CH3:11])[CH3:2].[Se](=O)=[O:14].